From a dataset of CYP2C19 inhibition data for predicting drug metabolism from PubChem BioAssay. Regression/Classification. Given a drug SMILES string, predict its absorption, distribution, metabolism, or excretion properties. Task type varies by dataset: regression for continuous measurements (e.g., permeability, clearance, half-life) or binary classification for categorical outcomes (e.g., BBB penetration, CYP inhibition). Dataset: cyp2c19_veith. (1) The drug is COC(=O)N1CCC2(CCN(Cc3nccs3)CC2)CC1. The result is 0 (non-inhibitor). (2) The drug is COC(=O)N1CCC2(CCCN(C(=O)Nc3ccccc3)C2)CC1. The result is 0 (non-inhibitor). (3) The compound is Cc1ccccc1-n1c(=O)cc(N2CC(C)OC(C)C2)[nH]c1=O. The result is 0 (non-inhibitor). (4) The drug is COc1ccc2[nH]cc(CCNc3nc(-c4ccccc4CN(C)C)nc4ccccc34)c2c1. The result is 1 (inhibitor). (5) The result is 1 (inhibitor). The compound is COC(=O)[C@@]1(Cc2ccc(OC)cc2)[C@H]2c3cc(C(=O)N4CCCC4)n(CCc4ccc(O)c(O)c4)c3C[C@H]2CN1C(=O)c1ccccc1. (6) The molecule is C=CCSc1nc(NC)c2sccc2n1. The result is 1 (inhibitor). (7) The drug is Cc1cc(=O)n2c3ccccc3n(CC(O)CN3CCCCC3)c2c1C#N. The result is 0 (non-inhibitor). (8) The drug is COc1ccc(C(=O)C(OC(=O)CNC(=O)c2ccco2)c2ccccc2)cc1. The result is 1 (inhibitor). (9) The compound is CCNc1ncc2nc(-c3cn(C)c4ccccc34)c(=O)n(C)c2n1. The result is 0 (non-inhibitor).